This data is from Full USPTO retrosynthesis dataset with 1.9M reactions from patents (1976-2016). The task is: Predict the reactants needed to synthesize the given product. Given the product [C:9]([O:8][C:7]([NH:6][C@@H:3]([CH2:4][CH3:5])[CH2:2][NH:1][C:22](=[O:27])[C:23]([O:25][CH3:26])=[O:24])=[O:13])([CH3:12])([CH3:11])[CH3:10], predict the reactants needed to synthesize it. The reactants are: [NH2:1][CH2:2][C@@H:3]([NH:6][C:7](=[O:13])[O:8][C:9]([CH3:12])([CH3:11])[CH3:10])[CH2:4][CH3:5].C(N(CC)CC)C.Cl[C:22](=[O:27])[C:23]([O:25][CH3:26])=[O:24].